From a dataset of Catalyst prediction with 721,799 reactions and 888 catalyst types from USPTO. Predict which catalyst facilitates the given reaction. (1) Reactant: O.ON1C2C=CC=CC=2N=N1.CCN=C=NCCCN(C)C.Cl.[NH2:24][CH:25]1[CH2:30][CH2:29][N:28]([CH2:31][CH:32]2[N:42]3[C:43]4[N:34]([C:35](=[O:45])[CH:36]=[CH:37][C:38]=4[N:39]=[CH:40][C:41]3=[O:44])[CH2:33]2)[CH2:27][CH2:26]1.[F:46][C:47]1[CH:57]=[CH:56][C:55]([F:58])=[CH:54][C:48]=1/[CH:49]=[CH:50]/[C:51](O)=[O:52]. Product: [F:46][C:47]1[CH:57]=[CH:56][C:55]([F:58])=[CH:54][C:48]=1/[CH:49]=[CH:50]/[C:51]([NH:24][CH:25]1[CH2:30][CH2:29][N:28]([CH2:31][CH:32]2[N:42]3[C:43]4[N:34]([C:35](=[O:45])[CH:36]=[CH:37][C:38]=4[N:39]=[CH:40][C:41]3=[O:44])[CH2:33]2)[CH2:27][CH2:26]1)=[O:52]. The catalyst class is: 59. (2) The catalyst class is: 236. Reactant: [CH:1]1[N:5]2[C:6]3[CH:15]=[CH:14][CH:13]=[CH:12][C:7]=3[CH2:8][CH2:9][C@@H:10]([NH2:11])[C:4]2=[N:3][CH:2]=1.[Cl:16][C:17]1[CH:31]=[CH:30][C:20]([C:21]([NH:23][C:24]2([C:27](O)=[O:28])[CH2:26][CH2:25]2)=[O:22])=[CH:19][CH:18]=1.C(P1(=O)OP(CCC)(=O)OP(CCC)(=O)O1)CC. Product: [Cl:16][C:17]1[CH:31]=[CH:30][C:20]([C:21]([NH:23][C:24]2([C:27](=[O:28])[NH:11][C@@H:10]3[CH2:9][CH2:8][C:7]4[CH:12]=[CH:13][CH:14]=[CH:15][C:6]=4[N:5]4[CH:1]=[CH:2][N:3]=[C:4]34)[CH2:25][CH2:26]2)=[O:22])=[CH:19][CH:18]=1. (3) Reactant: CS[C:3]([N:6]1[CH2:10][CH2:9][CH2:8][CH:7]1[C:11]1[CH:15]=[C:14]([C:16]2[CH:21]=[CH:20][CH:19]=[C:18]([Cl:22])[CH:17]=2)[O:13][N:12]=1)=[N:4][CH3:5].[C:23]([NH:31][NH2:32])(=O)[C:24]1[CH:29]=[CH:28][N:27]=[CH:26][CH:25]=1.N1C=CC=CC=1. Product: [Cl:22][C:18]1[CH:17]=[C:16]([C:14]2[O:13][N:12]=[C:11]([CH:7]3[CH2:8][CH2:9][CH2:10][N:6]3[C:3]3[N:4]([CH3:5])[C:23]([C:24]4[CH:29]=[CH:28][N:27]=[CH:26][CH:25]=4)=[N:31][N:32]=3)[CH:15]=2)[CH:21]=[CH:20][CH:19]=1. The catalyst class is: 8. (4) Reactant: O[CH2:2][C@H:3]([N:11]1[C:19](=[O:20])[C:18]2[C:13](=[CH:14][CH:15]=[CH:16][CH:17]=2)[C:12]1=[O:21])[CH2:4][C:5]1[CH:10]=[CH:9][CH:8]=[CH:7][CH:6]=1.CCN(S(F)(F)[F:28])CC.C(=O)(O)[O-].[Na+]. Product: [F:28][CH2:2][C@H:3]([N:11]1[C:19](=[O:20])[C:18]2[C:13](=[CH:14][CH:15]=[CH:16][CH:17]=2)[C:12]1=[O:21])[CH2:4][C:5]1[CH:10]=[CH:9][CH:8]=[CH:7][CH:6]=1. The catalyst class is: 2. (5) Reactant: [F:1][C:2]([F:11])([F:10])[C:3]1[CH:4]=[CH:5][C:6](=[O:9])[NH:7][CH:8]=1.C[Si]([N-][Si](C)(C)C)(C)C.[Li+].[CH:22]1([CH2:27][C@@H:28](OS(C(F)(F)F)(=O)=O)[C:29]([O:31][CH3:32])=[O:30])[CH2:26][CH2:25][CH2:24][CH2:23]1. Product: [CH:22]1([CH2:27][C@H:28]([N:7]2[CH:8]=[C:3]([C:2]([F:1])([F:10])[F:11])[CH:4]=[CH:5][C:6]2=[O:9])[C:29]([O:31][CH3:32])=[O:30])[CH2:26][CH2:25][CH2:24][CH2:23]1. The catalyst class is: 1. (6) Reactant: [C:1](O[K])(C)(C)C.[CH2:7]([N:14]1[CH2:19][CH2:18][C:17](=O)[C:16]([F:22])([F:21])[CH2:15]1)[C:8]1[CH:13]=[CH:12][CH:11]=[CH:10][CH:9]=1.CCCCCC.O. Product: [CH2:7]([N:14]1[CH2:19][CH2:18][C:17](=[CH2:1])[C:16]([F:22])([F:21])[CH2:15]1)[C:8]1[CH:13]=[CH:12][CH:11]=[CH:10][CH:9]=1. The catalyst class is: 307. (7) Reactant: [CH3:1][C:2]1[CH:7]=[C:6]([CH3:8])[CH:5]=[CH:4][C:3]=1[NH:9][C:10](=[O:37])[CH2:11][N:12]([CH2:19][C:20]1[CH:36]=[CH:35][C:23]([O:24][C:25]([CH3:34])([CH3:33])[C:26]([O:28]C(C)(C)C)=[O:27])=[CH:22][CH:21]=1)[CH2:13][C:14]1[O:15][CH:16]=[CH:17][CH:18]=1.FC(F)(F)C(O)=O. Product: [CH3:1][C:2]1[CH:7]=[C:6]([CH3:8])[CH:5]=[CH:4][C:3]=1[NH:9][C:10](=[O:37])[CH2:11][N:12]([CH2:19][C:20]1[CH:21]=[CH:22][C:23]([O:24][C:25]([CH3:34])([CH3:33])[C:26]([OH:28])=[O:27])=[CH:35][CH:36]=1)[CH2:13][C:14]1[O:15][CH:16]=[CH:17][CH:18]=1. The catalyst class is: 4. (8) Reactant: C1C2C(COC([NH:18][C@H:19]([C:28]([N:30]([C@@H:42]([CH3:50])[CH:43]([O:47][CH2:48][CH3:49])[O:44][CH2:45][CH3:46])[CH2:31][C:32]3[C:41]4[C:36](=[CH:37][CH:38]=[CH:39][CH:40]=4)[CH:35]=[CH:34][CH:33]=3)=[O:29])[CH2:20][C:21]([O:23][C:24]([CH3:27])([CH3:26])[CH3:25])=[O:22])=O)C3C(=CC=CC=3)C=2C=CC=1.N1CCCCC1.CC(=O)OCC.CO. Product: [NH2:18][C@H:19]([C:28]([N:30]([C@@H:42]([CH3:50])[CH:43]([O:47][CH2:48][CH3:49])[O:44][CH2:45][CH3:46])[CH2:31][C:32]1[C:41]2[C:36](=[CH:37][CH:38]=[CH:39][CH:40]=2)[CH:35]=[CH:34][CH:33]=1)=[O:29])[CH2:20][C:21]([O:23][C:24]([CH3:27])([CH3:25])[CH3:26])=[O:22]. The catalyst class is: 2. (9) Reactant: [NH2:1][C:2]1[CH:7]=[CH:6][C:5]([C:8]2[N:13]=[C:12]3[N:14]([CH:17]4[CH2:22][CH2:21][N:20]([C:23]([O:25][C:26]([CH3:29])([CH3:28])[CH3:27])=[O:24])[CH2:19][CH2:18]4)[N:15]=[CH:16][C:11]3=[C:10]([N:30]3[CH2:35][CH2:34][O:33][CH2:32][CH2:31]3)[N:9]=2)=[CH:4][CH:3]=1.[CH3:36][NH:37][S:38](Cl)(=[O:40])=[O:39].N1C=CC=CC=1. Product: [CH3:36][NH:37][S:38]([NH:1][C:2]1[CH:3]=[CH:4][C:5]([C:8]2[N:13]=[C:12]3[N:14]([CH:17]4[CH2:22][CH2:21][N:20]([C:23]([O:25][C:26]([CH3:29])([CH3:27])[CH3:28])=[O:24])[CH2:19][CH2:18]4)[N:15]=[CH:16][C:11]3=[C:10]([N:30]3[CH2:31][CH2:32][O:33][CH2:34][CH2:35]3)[N:9]=2)=[CH:6][CH:7]=1)(=[O:40])=[O:39]. The catalyst class is: 3.